From a dataset of Peptide-MHC class II binding affinity with 134,281 pairs from IEDB. Regression. Given a peptide amino acid sequence and an MHC pseudo amino acid sequence, predict their binding affinity value. This is MHC class II binding data. (1) The peptide sequence is ILKSLGFKVLDGSPISLRYGS. The MHC is DRB1_0101 with pseudo-sequence DRB1_0101. The binding affinity (normalized) is 0.851. (2) The peptide sequence is EVKYFAATQFEPLAA. The MHC is DRB1_0101 with pseudo-sequence DRB1_0101. The binding affinity (normalized) is 0.631. (3) The binding affinity (normalized) is 0.401. The peptide sequence is SFFEEVPNIIHEAIN. The MHC is DRB1_0301 with pseudo-sequence DRB1_0301.